Predict the reactants needed to synthesize the given product. From a dataset of Full USPTO retrosynthesis dataset with 1.9M reactions from patents (1976-2016). Given the product [C:1]([NH:5][S:6]([C:9]1([CH2:12][F:20])[CH2:11][CH2:10]1)(=[O:8])=[O:7])([CH3:4])([CH3:3])[CH3:2], predict the reactants needed to synthesize it. The reactants are: [C:1]([NH:5][S:6]([C:9]1([CH2:12]O)[CH2:11][CH2:10]1)(=[O:8])=[O:7])([CH3:4])([CH3:3])[CH3:2].C(N(S(F)(F)[F:20])CC)C.C(=O)(O)[O-].[Na+].Cl.